From a dataset of Reaction yield outcomes from USPTO patents with 853,638 reactions. Predict the reaction yield, written as a fraction of the theoretical maximum amount of product (1.0 means a 100% yield; for example, 0.34 means a 34% yield). The reactants are [H-].[Na+].[OH:3][CH:4]1[CH2:8][CH2:7][N:6]([C:9]([O:11][C:12]([CH3:15])([CH3:14])[CH3:13])=[O:10])[CH2:5]1.Cl[CH2:17][C:18]([O:20][CH2:21][CH3:22])=[O:19]. The catalyst is C1COCC1. The product is [CH2:21]([O:20][C:18](=[O:19])[CH2:17][O:3][CH:4]1[CH2:8][CH2:7][N:6]([C:9]([O:11][C:12]([CH3:15])([CH3:14])[CH3:13])=[O:10])[CH2:5]1)[CH3:22]. The yield is 0.420.